Task: Token-level Classification. Given an antibody amino acid sequence, predict which amino acid positions are active in antigen binding. Output is a list of indices for active paratope positions.. Dataset: Antibody paratope prediction from SAbDab with 1,023 antibody chains (1) Given the antibody sequence: SYELTQETGVSVALGRTVTITCRGDSLRSHYASWYQKKPGQAPILLFYGKNNRPSGVPDRFSGSASGNRASLTISGAQAEDDAEYYCSSRDKSGSRLSVFGGGTKLTVL, which amino acid positions are active in antigen binding (paratope)? The paratope positions are: [94, 95, 96]. (2) Given the antibody sequence: LEQSGAELVKPGASVKLSCTASGFNIEDSYIHWVKQRPEQGLEWIGRIDPEDGETKYAPKFQGKATITADTSSNTAYLHLRRLTSEDTAIYYCGRGAYYIKEDFWGQGTTLTVSS, which amino acid positions are active in antigen binding (paratope)? The paratope positions are: [49, 80, 81, 82, 101]. (3) Given the antibody sequence: VTLKESGPGILKPSQTLSLTCSFSGFSLSTSGMGVGWIRQPSGKGLEWLAHIWWDDDRSYNPSLKSQLTISKDAARNQVFLRITSVDTADTATYYCVRRAHTTVLGDWFAYWGQGTLVTVS, which amino acid positions are active in antigen binding (paratope)? The paratope positions are: [30, 31, 53, 83, 84, 85, 104, 105, 106, 107, 108]. (4) Given the antibody sequence: QVQLQQPGAELVKPGPSVKLSCKASGFTFTNYWMHWVKQRPGQGLEWIGEILPSNGRTNYNEKFKTKATLTVDKSSNTAYMQLSSLTSEDSAVYYCARSPSDYWGQGTTLTVSS, which amino acid positions are active in antigen binding (paratope)? The paratope positions are: [52, 83, 84, 85]. (5) Given the antibody sequence: EVQLVESGGGLVQPGGSLRLSCAASGFNFSSSSIHWVRQAPGKGLEWVASISSSSGSTSYADSVKGRFTISADTSKNTAYLQMNSLTAEDTAVYYCARGYYYTGLWYPYAMYEFGMDYWGQGTLVTVSS, which amino acid positions are active in antigen binding (paratope)? The paratope positions are: [52, 83, 84, 85, 104, 105, 106, 107, 108, 109, 110, 111, 112, 113, 114, 115]. (6) Given the antibody sequence: EVQLVESGGGLVQPGGSLRLSCVASGLTFTNFAVSWVRQAPGKGLEWVSAISSSDGSTYYSDSVKGRFTISRDSSMNTLYLQMDSLRVEDTAVYFCARAVVSSDITYTYWSKYFDYWGQGTLVTVSS, which amino acid positions are active in antigen binding (paratope)? The paratope positions are: [52, 83, 84, 85, 104, 105, 106, 107, 108, 109, 110, 111, 112, 113]. (7) Given the antibody sequence: QVQLQQPGAELVKPGASVRMSCKASGYTFTNYNMYWVKQSPGQGLEWIGIFYPGNGDTSYNQKFKDKATLTADKSSNTAYMQLSSLTSEDSAVYYCARSGGSYRYDGGFDYWGQGTTLTVSS, which amino acid positions are active in antigen binding (paratope)? The paratope positions are: [52, 83, 84, 85, 104, 105, 106, 107, 108]. (8) Given the antibody sequence: IALTQSPGTLSLSPGERATLSCRASQSFSSSYLAWYQQKPGQAPRLLIYGASTRATGIPDRFSGSGSGTDFTLTISRLEPEDFAVYYCQKYGTSAITFGQGTRLEIK, which amino acid positions are active in antigen binding (paratope)? The paratope positions are: [29].